This data is from Catalyst prediction with 721,799 reactions and 888 catalyst types from USPTO. The task is: Predict which catalyst facilitates the given reaction. (1) The catalyst class is: 1. Product: [C:37]([O:36][C:35]([N:34]([O:33][C:31]([O:30][C:26]([CH3:29])([CH3:28])[CH3:27])=[O:32])[CH2:18][C:17]#[C:16][C:15]1[C:14]([C:20]([O:22][CH3:23])=[O:21])=[N:13][CH:12]=[C:11]2[N:7]([CH2:6][C:5]3[CH:4]=[CH:3][C:2]([F:1])=[CH:25][CH:24]=3)[CH:8]=[CH:9][C:10]=12)=[O:41])([CH3:40])([CH3:39])[CH3:38]. Reactant: [F:1][C:2]1[CH:25]=[CH:24][C:5]([CH2:6][N:7]2[C:11]3=[CH:12][N:13]=[C:14]([C:20]([O:22][CH3:23])=[O:21])[C:15]([C:16]#[C:17][CH2:18]O)=[C:10]3[CH:9]=[CH:8]2)=[CH:4][CH:3]=1.[C:26]([O:30][C:31]([O:33][NH:34][C:35](=[O:41])[O:36][C:37]([CH3:40])([CH3:39])[CH3:38])=[O:32])([CH3:29])([CH3:28])[CH3:27].CC(OC(/N=N/C(OC(C)C)=O)=O)C.C1(P(C2C=CC=CC=2)C2C=CC=CC=2)C=CC=CC=1. (2) Reactant: [CH3:1][N:2]([C:13]1[CH:18]=[CH:17][CH:16]=[CH:15][N:14]=1)[CH2:3][CH2:4][NH:5]C(=O)OC(C)(C)C.[C:19]([OH:25])([C:21]([F:24])([F:23])[F:22])=[O:20]. Product: [F:22][C:21]([F:24])([F:23])[C:19]([OH:25])=[O:20].[CH3:1][N:2]([C:13]1[CH:18]=[CH:17][CH:16]=[CH:15][N:14]=1)[CH2:3][CH2:4][NH2:5]. The catalyst class is: 2.